This data is from Forward reaction prediction with 1.9M reactions from USPTO patents (1976-2016). The task is: Predict the product of the given reaction. (1) Given the reactants C([NH:8][C:9]1[CH:21]=[CH:20][C:12]([C:13]([O:15][C:16]([CH3:19])([CH3:18])[CH3:17])=[O:14])=[C:11]([CH3:22])[CH:10]=1)C1C=CC=CC=1.[H][H], predict the reaction product. The product is: [NH2:8][C:9]1[CH:21]=[CH:20][C:12]([C:13]([O:15][C:16]([CH3:17])([CH3:18])[CH3:19])=[O:14])=[C:11]([CH3:22])[CH:10]=1. (2) Given the reactants C([O:5][C:6]([C:8]1([CH2:27][CH2:28][CH2:29][CH2:30][B:31]2[O:35]C(C)(C)C(C)(C)[O:32]2)[CH:12]([CH2:13][CH3:14])[O:11]C(C2C=CC=CC=2)(C2C=CC=CC=2)[NH:9]1)=[O:7])(C)(C)C.[ClH:40], predict the reaction product. The product is: [ClH:40].[NH2:9][C:8]([CH:12]([OH:11])[CH2:13][CH3:14])([CH2:27][CH2:28][CH2:29][CH2:30][B:31]([OH:35])[OH:32])[C:6]([OH:7])=[O:5]. (3) Given the reactants [C:1]([O:5][C@@H:6]([C:10]1[C:37]([CH3:38])=[CH:36][C:13]2[N:14]=[C:15]([C:17]3[CH:22]=[CH:21][CH:20]=[C:19]([N:23]4[CH2:28][CH2:27][N:26](C(OC(C)(C)C)=O)[CH2:25][CH2:24]4)[CH:18]=3)[S:16][C:12]=2[C:11]=1[C:39]1[CH:44]=[CH:43][C:42]([Cl:45])=[CH:41][CH:40]=1)[C:7]([OH:9])=[O:8])([CH3:4])([CH3:3])[CH3:2].Cl.C([O-])(O)=O.[Na+], predict the reaction product. The product is: [C:1]([O:5][C@@H:6]([C:10]1[C:37]([CH3:38])=[CH:36][C:13]2[N:14]=[C:15]([C:17]3[CH:22]=[CH:21][CH:20]=[C:19]([N:23]4[CH2:28][CH2:27][NH:26][CH2:25][CH2:24]4)[CH:18]=3)[S:16][C:12]=2[C:11]=1[C:39]1[CH:40]=[CH:41][C:42]([Cl:45])=[CH:43][CH:44]=1)[C:7]([OH:9])=[O:8])([CH3:4])([CH3:2])[CH3:3].